Dataset: Catalyst prediction with 721,799 reactions and 888 catalyst types from USPTO. Task: Predict which catalyst facilitates the given reaction. (1) Reactant: [NH2:1][C:2]1[CH:3]=[C:4]([O:12][CH3:13])[CH:5]=[C:6]2[C:11]=1[N:10]=[CH:9][CH:8]=[CH:7]2.Cl[CH2:15][CH2:16][NH:17][CH2:18][CH2:19]Cl.C(O)CCCCC.[OH-].[Na+].[C:30]([OH:39])(=[O:38])[CH2:31][CH2:32][CH2:33][CH2:34][C:35]([OH:37])=[O:36]. Product: [C:30]([OH:39])(=[O:38])[CH2:31][CH2:32][CH2:33][CH2:34][C:35]([OH:37])=[O:36].[CH3:13][O:12][C:4]1[CH:5]=[C:6]2[C:11](=[C:2]([N:1]3[CH2:19][CH2:18][NH:17][CH2:16][CH2:15]3)[CH:3]=1)[N:10]=[CH:9][CH:8]=[CH:7]2. The catalyst class is: 480. (2) Reactant: [Cl-].[Cl-].[Cl-].[Cl-].[NH2:5][CH2:6][C:7]([CH2:12][NH2:13])([CH2:10][NH2:11])[CH2:8][NH2:9].C[O-].[Na+].CO. Product: [NH2:5][CH2:6][C:7]([CH2:12][NH2:13])([CH2:10][NH2:11])[CH2:8][NH2:9]. The catalyst class is: 5. (3) Reactant: [CH3:1][O:2][C:3](=[O:22])[C:4]1[CH:9]=[CH:8][C:7]([C:10]([NH:12][CH2:13][C:14]2[CH:19]=[CH:18][CH:17]=[C:16]([OH:20])[CH:15]=2)=[O:11])=[CH:6][C:5]=1[Cl:21].[OH-:23].[Na+].Cl. Product: [Cl:21][C:5]1[CH:6]=[C:7]([C:10]([NH:12][CH2:13][C:14]2[CH:19]=[CH:18][CH:17]=[C:16]([OH:20])[CH:15]=2)=[O:11])[CH:8]=[CH:9][C:4]=1[C:3]([OH:22])=[O:2].[Cl:21][C:5]1[CH:6]=[C:7]([CH:8]=[CH:9][C:4]=1[C:3]([O:2][CH3:1])=[O:22])[C:10]([OH:11])=[O:23]. The catalyst class is: 6. (4) Reactant: [C:1]([OH:4])(=O)[CH3:2].[CH3:5][C:6]([CH3:30])([CH3:29])[CH2:7][C:8]1[N:9]=[C:10]([CH:13]([NH2:28])[CH2:14][C:15]2[CH:20]=[CH:19][C:18]([C:21]3[CH:26]=[CH:25][C:24]([F:27])=[CH:23][N:22]=3)=[CH:17][CH:16]=2)[NH:11][CH:12]=1.Cl.CN(C)CCCN=C=NCC.ON1C2C=CC=CC=2N=N1.C(=O)(O)[O-].[Na+]. Product: [CH3:5][C:6]([CH3:30])([CH3:29])[CH2:7][C:8]1[N:9]=[C:10]([CH:13]([NH:28][C:1](=[O:4])[CH3:2])[CH2:14][C:15]2[CH:20]=[CH:19][C:18]([C:21]3[CH:26]=[CH:25][C:24]([F:27])=[CH:23][N:22]=3)=[CH:17][CH:16]=2)[NH:11][CH:12]=1. The catalyst class is: 2. (5) Reactant: [Cl:1][C:2]1[N:10]=[C:9]2[C:5]([N:6]=[CH:7][N:8]2[CH:11]2[CH2:15][CH2:14][CH2:13][CH2:12]2)=[C:4](Cl)[N:3]=1.[Cl:17][C:18]1[CH:23]=[CH:22][CH:21]=[C:20]([Cl:24])[C:19]=1[NH:25][NH2:26]. Product: [Cl:1][C:2]1[N:10]=[C:9]2[C:5]([N:6]=[CH:7][N:8]2[CH:11]2[CH2:15][CH2:14][CH2:13][CH2:12]2)=[C:4]([NH:26][NH:25][C:19]2[C:18]([Cl:17])=[CH:23][CH:22]=[CH:21][C:20]=2[Cl:24])[N:3]=1. The catalyst class is: 66. (6) Reactant: [Si]([O:8][C:9]1[CH:14]=[CH:13][C:12]([N:15]2[CH2:18][CH:17]([O:19][CH2:20][CH2:21][O:22][CH:23]3[CH2:28][CH2:27][CH2:26][CH2:25][O:24]3)[CH2:16]2)=[CH:11][CH:10]=1)(C(C)(C)C)(C)C.[F-].C([N+](CCCC)(CCCC)CCCC)CCC.O1CCCC1.O. Product: [O:24]1[CH2:25][CH2:26][CH2:27][CH2:28][CH:23]1[O:22][CH2:21][CH2:20][O:19][CH:17]1[CH2:18][N:15]([C:12]2[CH:11]=[CH:10][C:9]([OH:8])=[CH:14][CH:13]=2)[CH2:16]1. The catalyst class is: 7. (7) Reactant: C(OC(=O)[NH:7][C@@H:8]1[CH2:13][CH2:12][CH2:11][C:10]([F:15])([F:14])[C@@H:9]1[NH:16][C:17]([C:19]1[S:20][C:21]([CH3:40])=[C:22]([C:24]2[CH:25]=[N:26][N:27]3[CH:32]=[C:31]([C:33](OC)([O:36]C)[O:34][CH3:35])[CH:30]=[N:29][C:28]=23)[CH:23]=1)=[O:18])(C)(C)C.FC(F)(F)C(O)=O.C(=O)(O)[O-].[Na+]. Product: [CH3:35][O:34][C:33]([C:31]1[CH:30]=[N:29][C:28]2[N:27]([N:26]=[CH:25][C:24]=2[C:22]2[CH:23]=[C:19]([C:17](=[O:18])[NH:16][C@@H:9]3[C@H:8]([NH2:7])[CH2:13][CH2:12][CH2:11][C:10]3([F:14])[F:15])[S:20][C:21]=2[CH3:40])[CH:32]=1)=[O:36]. The catalyst class is: 4.